From a dataset of Forward reaction prediction with 1.9M reactions from USPTO patents (1976-2016). Predict the product of the given reaction. (1) Given the reactants Cl.[OH:2][C:3]1[CH:8]=[CH:7][C:6]([C@H:9]2[CH2:14][CH2:13][C@H:12]([NH:15][CH3:16])[CH2:11][CH2:10]2)=[CH:5][CH:4]=1.[OH-].[Na+].O1CCOC[CH2:20]1, predict the reaction product. The product is: [CH3:16][N:15]([CH3:20])[C@H:12]1[CH2:13][CH2:14][C@H:9]([C:6]2[CH:5]=[CH:4][C:3]([OH:2])=[CH:8][CH:7]=2)[CH2:10][CH2:11]1. (2) Given the reactants [Br:1][C:2]1[CH:7]=[CH:6][C:5]([C:8]2([OH:19])[CH2:13][CH2:12][C:11](=[CH:14][C:15]([O:17][CH3:18])=[O:16])[CH2:10][CH2:9]2)=[CH:4][CH:3]=1.C([O-])([O-])=O.[Cs+].[Cs+], predict the reaction product. The product is: [Br:1][C:2]1[CH:3]=[CH:4][C:5]([C:8]23[O:19][C:11]([CH2:14][C:15]([O:17][CH3:18])=[O:16])([CH2:10][CH2:9]2)[CH2:12][CH2:13]3)=[CH:6][CH:7]=1. (3) Given the reactants [Cl-].[CH:2]1([NH:5][C:6](=[O:39])[C@@H:7]([OH:38])[C@@H:8]([NH:12][C:13]([C@@H:15]2[CH2:19][C@@H:18]([O:20][C:21]3[C:30]4[C:25](=[CH:26][C:27]([O:31][CH3:32])=[CH:28][CH:29]=4)[N:24]=[C:23]([N:33]4[CH:37]=[CH:36][CH:35]=[N:34]4)[CH:22]=3)[CH2:17][NH2+:16]2)=[O:14])[CH2:9][CH2:10][CH3:11])[CH2:4][CH2:3]1.[C:40]([NH:44][C:45](=[O:55])[NH:46][C@H:47]([C:51]([CH3:54])([CH3:53])[CH3:52])[C:48](O)=[O:49])([CH3:43])([CH3:42])[CH3:41].F[P-](F)(F)(F)(F)F.N1(OC(N(C)C)=[N+](C)C)C2N=CC=CC=2N=N1.C(N(C(C)C)CC)(C)C, predict the reaction product. The product is: [C:40]([NH:44][C:45](=[O:55])[NH:46][C@@H:47]([C:51]([CH3:54])([CH3:53])[CH3:52])[C:48]([N:16]1[CH2:17][C@H:18]([O:20][C:21]2[C:30]3[C:25](=[CH:26][C:27]([O:31][CH3:32])=[CH:28][CH:29]=3)[N:24]=[C:23]([N:33]3[CH:37]=[CH:36][CH:35]=[N:34]3)[CH:22]=2)[CH2:19][C@H:15]1[C:13]([NH:12][C@@H:8]([CH2:9][CH2:10][CH3:11])[C@H:7]([OH:38])[C:6]([NH:5][CH:2]1[CH2:4][CH2:3]1)=[O:39])=[O:14])=[O:49])([CH3:43])([CH3:42])[CH3:41]. (4) Given the reactants FC(F)(F)C(O)=O.[CH3:8][N:9]1[C:17]2[C:12](=[N:13][C:14]([C@@H:24]([NH2:26])[CH3:25])=[C:15]([C:18]3[N:22]([CH3:23])[N:21]=[CH:20][CH:19]=3)[CH:16]=2)[CH:11]=[CH:10]1.[Cl:27][C:28]1[N:33]=[C:32](Cl)[C:31]([C:35]#[N:36])=[CH:30][N:29]=1.C(N(C(C)C)C(C)C)C, predict the reaction product. The product is: [Cl:27][C:28]1[N:33]=[C:32]([NH:26][C@H:24]([C:14]2[N:13]=[C:12]3[CH:11]=[CH:10][N:9]([CH3:8])[C:17]3=[CH:16][C:15]=2[C:18]2[N:22]([CH3:23])[N:21]=[CH:20][CH:19]=2)[CH3:25])[C:31]([C:35]#[N:36])=[CH:30][N:29]=1. (5) Given the reactants Br[C:2]1[CH:3]=[C:4]([C:9]2[N:10]=[N:11][N:12]([CH:14]([CH3:16])[CH3:15])[CH:13]=2)[C:5]([NH2:8])=[N:6][CH:7]=1.[N:17]1([C:23]([C:25]2[CH:30]=[CH:29][C:28](B(O)O)=[CH:27][CH:26]=2)=[O:24])[CH2:22][CH2:21][O:20][CH2:19][CH2:18]1.O.C([O-])([O-])=O.[Cs+].[Cs+], predict the reaction product. The product is: [NH2:8][C:5]1[N:6]=[CH:7][C:2]([C:28]2[CH:27]=[CH:26][C:25]([C:23]([N:17]3[CH2:22][CH2:21][O:20][CH2:19][CH2:18]3)=[O:24])=[CH:30][CH:29]=2)=[CH:3][C:4]=1[C:9]1[N:10]=[N:11][N:12]([CH:14]([CH3:16])[CH3:15])[CH:13]=1. (6) Given the reactants [C:1]1([O:7][C:8](Cl)=[O:9])[CH:6]=[CH:5][CH:4]=[CH:3][CH:2]=1.N1C=CC=CC=1.[C:17]1([CH2:23][CH2:24][CH2:25][NH2:26])[CH:22]=[CH:21][CH:20]=[CH:19][CH:18]=1, predict the reaction product. The product is: [C:1]1([O:7][C:8](=[O:9])[NH:26][CH2:25][CH2:24][CH2:23][C:17]2[CH:22]=[CH:21][CH:20]=[CH:19][CH:18]=2)[CH:6]=[CH:5][CH:4]=[CH:3][CH:2]=1. (7) Given the reactants [Cl:1][C:2]1[CH:9]=[CH:8][C:5]([CH2:6]Br)=[CH:4][CH:3]=1.[CH3:10][S:11][C:12]1[NH:13][CH:14]=[CH:15][C:16](=[O:18])[N:17]=1.CN(C=O)C, predict the reaction product. The product is: [Cl:1][C:2]1[CH:9]=[CH:8][C:5]([CH2:6][N:17]2[C:16](=[O:18])[CH:15]=[CH:14][N:13]=[C:12]2[S:11][CH3:10])=[CH:4][CH:3]=1. (8) The product is: [CH2:20]([C:4]1([C:11]2[CH:16]=[CH:15][CH:14]=[C:13]([N+:17]([O-:19])=[O:18])[CH:12]=2)[CH:5]2[CH:3]1[CH2:2][N:33]([CH2:27][CH2:28][CH2:29][CH2:30][CH2:31][CH3:32])[C:6]2=[O:8])[CH3:21]. Given the reactants Cl[CH2:2][CH:3]1[CH:5]([C:6]([O:8]CC)=O)[C:4]1([CH2:20][CH3:21])[C:11]1[CH:16]=[CH:15][CH:14]=[C:13]([N+:17]([O-:19])=[O:18])[CH:12]=1.C(=O)([O-])O.[Na+].[CH2:27]([NH2:33])[CH2:28][CH2:29][CH2:30][CH2:31][CH3:32], predict the reaction product. (9) Given the reactants [Br:1][C:2]1[CH:3]=[C:4]2[C:10](I)=[C:9]([C:12]3[CH:17]=[CH:16][C:15]([C:18]4([NH:22]C(=O)OC(C)(C)C)[CH2:21][CH2:20][CH2:19]4)=[CH:14][CH:13]=3)[O:8][C:5]2=[N:6][CH:7]=1.[C:30]1(P([C:30]2[CH:35]=[CH:34][CH:33]=[CH:32][CH:31]=2)[C:30]2[CH:35]=[CH:34][CH:33]=[CH:32][CH:31]=2)[CH:35]=[CH:34][CH:33]=[CH:32][CH:31]=1.[F-].[Cs+].C1(B(O)O)C=CC=CC=1, predict the reaction product. The product is: [Br:1][C:2]1[CH:3]=[C:4]2[C:10]([C:30]3[CH:35]=[CH:34][CH:33]=[CH:32][CH:31]=3)=[C:9]([C:12]3[CH:17]=[CH:16][C:15]([C:18]4([NH2:22])[CH2:19][CH2:20][CH2:21]4)=[CH:14][CH:13]=3)[O:8][C:5]2=[N:6][CH:7]=1. (10) Given the reactants [CH2:1]([C:3]1[N:4]([CH2:9][CH2:10][NH2:11])[CH:5]=[C:6]([I:8])[N:7]=1)[CH3:2].[F:12][CH:13]([F:25])[O:14][C:15]1[CH:16]=[C:17]([CH2:21][CH2:22][CH:23]=O)[CH:18]=[CH:19][CH:20]=1, predict the reaction product. The product is: [F:12][CH:13]([F:25])[O:14][C:15]1[CH:16]=[C:17]([CH2:21][CH2:22][CH:23]2[NH:11][CH2:10][CH2:9][N:4]3[C:3]([CH2:1][CH3:2])=[N:7][C:6]([I:8])=[C:5]23)[CH:18]=[CH:19][CH:20]=1.